From a dataset of NCI-60 drug combinations with 297,098 pairs across 59 cell lines. Regression. Given two drug SMILES strings and cell line genomic features, predict the synergy score measuring deviation from expected non-interaction effect. (1) Drug 1: C1=NC2=C(N=C(N=C2N1C3C(C(C(O3)CO)O)F)Cl)N. Drug 2: CS(=O)(=O)CCNCC1=CC=C(O1)C2=CC3=C(C=C2)N=CN=C3NC4=CC(=C(C=C4)OCC5=CC(=CC=C5)F)Cl. Cell line: SNB-19. Synergy scores: CSS=31.5, Synergy_ZIP=1.01, Synergy_Bliss=1.26, Synergy_Loewe=-25.1, Synergy_HSA=0.172. (2) Drug 1: CNC(=O)C1=CC=CC=C1SC2=CC3=C(C=C2)C(=NN3)C=CC4=CC=CC=N4. Drug 2: C(CN)CNCCSP(=O)(O)O. Cell line: TK-10. Synergy scores: CSS=13.2, Synergy_ZIP=0.311, Synergy_Bliss=6.10, Synergy_Loewe=0.513, Synergy_HSA=3.92. (3) Drug 1: CS(=O)(=O)C1=CC(=C(C=C1)C(=O)NC2=CC(=C(C=C2)Cl)C3=CC=CC=N3)Cl. Drug 2: C1=CC=C(C=C1)NC(=O)CCCCCCC(=O)NO. Cell line: SK-MEL-28. Synergy scores: CSS=4.01, Synergy_ZIP=0.169, Synergy_Bliss=3.86, Synergy_Loewe=-14.5, Synergy_HSA=-2.45.